This data is from NCI-60 drug combinations with 297,098 pairs across 59 cell lines. The task is: Regression. Given two drug SMILES strings and cell line genomic features, predict the synergy score measuring deviation from expected non-interaction effect. (1) Drug 1: C1CCC(CC1)NC(=O)N(CCCl)N=O. Drug 2: C1C(C(OC1N2C=NC(=NC2=O)N)CO)O. Cell line: SK-MEL-28. Synergy scores: CSS=25.3, Synergy_ZIP=-2.97, Synergy_Bliss=6.07, Synergy_Loewe=-0.904, Synergy_HSA=3.35. (2) Drug 1: CN(C)C1=NC(=NC(=N1)N(C)C)N(C)C. Drug 2: CCCCC(=O)OCC(=O)C1(CC(C2=C(C1)C(=C3C(=C2O)C(=O)C4=C(C3=O)C=CC=C4OC)O)OC5CC(C(C(O5)C)O)NC(=O)C(F)(F)F)O. Cell line: K-562. Synergy scores: CSS=0.196, Synergy_ZIP=1.89, Synergy_Bliss=-0.370, Synergy_Loewe=-7.29, Synergy_HSA=-4.52. (3) Drug 1: CC1C(C(=O)NC(C(=O)N2CCCC2C(=O)N(CC(=O)N(C(C(=O)O1)C(C)C)C)C)C(C)C)NC(=O)C3=C4C(=C(C=C3)C)OC5=C(C(=O)C(=C(C5=N4)C(=O)NC6C(OC(=O)C(N(C(=O)CN(C(=O)C7CCCN7C(=O)C(NC6=O)C(C)C)C)C)C(C)C)C)N)C. Drug 2: CC1=C(C=C(C=C1)C(=O)NC2=CC(=CC(=C2)C(F)(F)F)N3C=C(N=C3)C)NC4=NC=CC(=N4)C5=CN=CC=C5. Cell line: DU-145. Synergy scores: CSS=6.81, Synergy_ZIP=11.1, Synergy_Bliss=7.53, Synergy_Loewe=5.90, Synergy_HSA=5.90.